From a dataset of Forward reaction prediction with 1.9M reactions from USPTO patents (1976-2016). Predict the product of the given reaction. (1) Given the reactants Cl[C:2]1C=CC(C2(C#N)CC2)=C[CH:3]=1.C[Mg]Cl.[O:16]1[CH2:20][CH2:19]CC1.[ClH:21].[C:22]1([CH3:28])[CH:27]=[CH:26][CH:25]=[CH:24][CH:23]=1, predict the reaction product. The product is: [Cl:21][C:25]1[CH:26]=[CH:27][C:22]([C:28]2([C:20](=[O:16])[CH3:19])[CH2:3][CH2:2]2)=[CH:23][CH:24]=1. (2) Given the reactants [CH:1]1([O:6][C:7]2[CH:8]=[C:9]([CH:19]=[C:20]([OH:22])[CH:21]=2)[C:10]([NH:12][C:13]2[CH:17]=[CH:16][N:15]([CH3:18])[N:14]=2)=[O:11])[CH2:5][CH2:4][CH2:3][CH2:2]1.[Cl:23][C:24]1[CH:25]=[C:26]([C:31]([N:33]2[CH2:36][CH2:35][CH2:34]2)=[O:32])[CH:27]=[CH:28][C:29]=1F.C(=O)([O-])[O-].[K+].[K+], predict the reaction product. The product is: [N:33]1([C:31]([C:26]2[CH:27]=[CH:28][C:29]([O:22][C:20]3[CH:19]=[C:9]([CH:8]=[C:7]([O:6][CH:1]4[CH2:5][CH2:4][CH2:3][CH2:2]4)[CH:21]=3)[C:10]([NH:12][C:13]3[CH:17]=[CH:16][N:15]([CH3:18])[N:14]=3)=[O:11])=[C:24]([Cl:23])[CH:25]=2)=[O:32])[CH2:36][CH2:35][CH2:34]1.